The task is: Predict which catalyst facilitates the given reaction.. This data is from Catalyst prediction with 721,799 reactions and 888 catalyst types from USPTO. Reactant: [NH2:1][C:2]1[C:10]2[C:5](=[N:6][C:7]([C:11]3[CH:12]=[C:13]([CH:20]=[CH:21][C:22]=3[CH3:23])[C:14]([NH:16][CH:17]3[CH2:19][CH2:18]3)=[O:15])=[CH:8][CH:9]=2)[NH:4][N:3]=1.[C:24]1([CH3:33])[CH:29]=[CH:28][C:27]([C:30](Cl)=[O:31])=[CH:26][CH:25]=1. Product: [CH:17]1([NH:16][C:14](=[O:15])[C:13]2[CH:20]=[CH:21][C:22]([CH3:23])=[C:11]([C:7]3[N:6]=[C:5]4[NH:4][N:3]=[C:2]([NH:1][C:30]([C:27]5[CH:28]=[CH:29][C:24]([CH3:33])=[CH:25][CH:26]=5)=[O:31])[C:10]4=[CH:9][CH:8]=3)[CH:12]=2)[CH2:18][CH2:19]1. The catalyst class is: 17.